The task is: Regression. Given two drug SMILES strings and cell line genomic features, predict the synergy score measuring deviation from expected non-interaction effect.. This data is from NCI-60 drug combinations with 297,098 pairs across 59 cell lines. (1) Drug 1: C1CC(=O)NC(=O)C1N2CC3=C(C2=O)C=CC=C3N. Drug 2: CC1C(C(=O)NC(C(=O)N2CCCC2C(=O)N(CC(=O)N(C(C(=O)O1)C(C)C)C)C)C(C)C)NC(=O)C3=C4C(=C(C=C3)C)OC5=C(C(=O)C(=C(C5=N4)C(=O)NC6C(OC(=O)C(N(C(=O)CN(C(=O)C7CCCN7C(=O)C(NC6=O)C(C)C)C)C)C(C)C)C)N)C. Cell line: NCI-H226. Synergy scores: CSS=8.56, Synergy_ZIP=0.473, Synergy_Bliss=6.12, Synergy_Loewe=6.74, Synergy_HSA=6.00. (2) Drug 1: CCCS(=O)(=O)NC1=C(C(=C(C=C1)F)C(=O)C2=CNC3=C2C=C(C=N3)C4=CC=C(C=C4)Cl)F. Drug 2: C1=CN(C(=O)N=C1N)C2C(C(C(O2)CO)O)O.Cl. Cell line: UACC62. Synergy scores: CSS=52.9, Synergy_ZIP=4.11, Synergy_Bliss=4.57, Synergy_Loewe=5.98, Synergy_HSA=7.78. (3) Drug 1: C1=C(C(=O)NC(=O)N1)F. Drug 2: C1CN(P(=O)(OC1)NCCCl)CCCl. Cell line: T-47D. Synergy scores: CSS=24.7, Synergy_ZIP=-5.12, Synergy_Bliss=-11.2, Synergy_Loewe=-21.4, Synergy_HSA=-11.2.